Dataset: Reaction yield outcomes from USPTO patents with 853,638 reactions. Task: Predict the reaction yield, written as a fraction of the theoretical maximum amount of product (1.0 means a 100% yield; for example, 0.34 means a 34% yield). (1) The reactants are [CH3:1][C:2]1[CH:3]=[C:4]([C:14](=O)[CH3:15])[CH:5]=[N:6][C:7]=1[O:8][CH2:9][C:10]([F:13])([F:12])[F:11].[CH3:17][C:18]([S@:21]([NH2:23])=[O:22])([CH3:20])[CH3:19].[BH4-].[Na+]. The catalyst is C1COCC1.[O-]CC.[Ti+4].[O-]CC.[O-]CC.[O-]CC. The product is [CH3:17][C:18]([S@:21]([NH:23][CH:14]([C:4]1[CH:5]=[N:6][C:7]([O:8][CH2:9][C:10]([F:13])([F:12])[F:11])=[C:2]([CH3:1])[CH:3]=1)[CH3:15])=[O:22])([CH3:20])[CH3:19]. The yield is 0.790. (2) The product is [OH:1][C@H:2]([CH2:10][I:12])[CH2:3][C:4]([O:6][CH2:7][CH3:8])=[O:5]. The catalyst is CC(C)=O. The yield is 0.960. The reactants are [OH:1][C@@H:2]([CH3:10])[CH:3](Cl)[C:4]([O:6][CH2:7][CH3:8])=[O:5].[Na+].[I-:12]. (3) The reactants are [CH3:1][O:2][C:3]1[CH:4]=[C:5]2[C:10](=[CH:11][C:12]=1[O:13][CH3:14])[N:9]=[CH:8][CH:7]=[C:6]2[S:15][C:16]1[S:20][C:19]([NH2:21])=[CH:18][CH:17]=1.[C:22]1([N:28]=[C:29]=[O:30])[CH:27]=[CH:26][CH:25]=[CH:24][CH:23]=1.C(OCC)(=O)C.O. The catalyst is CN(C)C=O.CO. The product is [CH3:1][O:2][C:3]1[CH:4]=[C:5]2[C:10](=[CH:11][C:12]=1[O:13][CH3:14])[N:9]=[CH:8][CH:7]=[C:6]2[S:15][C:16]1[S:20][C:19]([NH:21][C:29]([NH:28][C:22]2[CH:27]=[CH:26][CH:25]=[CH:24][CH:23]=2)=[O:30])=[CH:18][CH:17]=1. The yield is 0.480. (4) The catalyst is O1CCCC1. The yield is 0.900. The reactants are [I:1][C:2]1[C:6]([C:7]#[N:8])=[CH:5][NH:4][N:3]=1.[H-].[Na+].Cl[CH2:12][O:13][CH2:14][CH2:15][Si:16]([CH3:19])([CH3:18])[CH3:17]. The product is [I:1][C:2]1[C:6]([C:7]#[N:8])=[CH:5][N:4]([CH2:12][O:13][CH2:14][CH2:15][Si:16]([CH3:19])([CH3:18])[CH3:17])[N:3]=1. (5) The reactants are Cl[C:2]([O:4][C:5]1[CH:10]=[CH:9][C:8]([N+:11]([O-:13])=[O:12])=[CH:7][CH:6]=1)=[O:3].[F:14][C:15]1[CH:16]=[C:17]([CH:23]2[NH:28][C:27]([O:29][CH3:30])=[N:26][C:25]([CH3:31])=[C:24]2[C:32](=[O:34])[CH3:33])[CH:18]=[C:19]([F:22])[C:20]=1[F:21].N1C=CC=CC=1. The catalyst is C(Cl)Cl. The product is [F:14][C:15]1[CH:16]=[C:17]([CH:23]2[N:28]([C:2]([O:4][C:5]3[CH:10]=[CH:9][C:8]([N+:11]([O-:13])=[O:12])=[CH:7][CH:6]=3)=[O:3])[C:27]([O:29][CH3:30])=[N:26][C:25]([CH3:31])=[C:24]2[C:32](=[O:34])[CH3:33])[CH:18]=[C:19]([F:22])[C:20]=1[F:21]. The yield is 0.920. (6) The reactants are C([O:3][CH2:4][CH2:5][O:6][NH:7][C:8]([C:10]1[CH:15]=[CH:14][C:13](=[O:16])[N:12]([CH3:17])[C:11]=1[NH:18][C:19]1[CH:24]=[CH:23][C:22]([Br:25])=[CH:21][C:20]=1[F:26])=[O:9])=C.BrC1C=CC(NC2N(C)C(=O)C=CC=2C(O)=O)=C(F)C=1.C(OCCON)=C. No catalyst specified. The product is [OH:3][CH2:4][CH2:5][O:6][NH:7][C:8]([C:10]1[CH:15]=[CH:14][C:13](=[O:16])[N:12]([CH3:17])[C:11]=1[NH:18][C:19]1[CH:24]=[CH:23][C:22]([Br:25])=[CH:21][C:20]=1[F:26])=[O:9]. The yield is 0.600. (7) The reactants are C(Cl)(=O)C(Cl)=O.CN(C=O)C.[C:12]([NH:19]C(=O)[C@@H]1CCCN1)([O:14][C:15]([CH3:18])([CH3:17])[CH3:16])=[O:13].[N:27]1[CH:32]=[CH:31][CH:30]=[CH:29][CH:28]=1. The catalyst is CC#N.CCOC(C)=O. The product is [C:32]([C@@H:31]1[CH2:30][CH2:29][CH2:28][N:19]1[C:12]([O:14][C:15]([CH3:18])([CH3:17])[CH3:16])=[O:13])#[N:27]. The yield is 0.660. (8) The reactants are C=O.[C:3]([BH3-])#N.[Na+].[CH3:7][O:8][C:9]1[CH:10]=[C:11]2[C:16](=[CH:17][C:18]=1[O:19][CH2:20][CH:21]1[CH2:26][CH2:25][NH:24][CH2:23][CH2:22]1)[N:15]=[CH:14][N:13]([CH2:27][O:28][C:29](=[O:34])[C:30]([CH3:33])([CH3:32])[CH3:31])[C:12]2=[O:35]. The catalyst is C1COCC1.CO. The product is [CH3:7][O:8][C:9]1[CH:10]=[C:11]2[C:16](=[CH:17][C:18]=1[O:19][CH2:20][CH:21]1[CH2:22][CH2:23][N:24]([CH3:3])[CH2:25][CH2:26]1)[N:15]=[CH:14][N:13]([CH2:27][O:28][C:29](=[O:34])[C:30]([CH3:31])([CH3:32])[CH3:33])[C:12]2=[O:35]. The yield is 0.820. (9) The reactants are [F:1][C:2]1[CH:3]=[C:4]([CH:31]=[CH:32][C:33]=1[NH:34][C:35]([C:37]1([C:40](=[O:49])[NH:41][C:42]2[CH:47]=[CH:46][C:45]([F:48])=[CH:44][CH:43]=2)[CH2:39][CH2:38]1)=[O:36])[O:5][C:6]1[CH:11]=[CH:10][N:9]=[C:8]([N:12](C(OC2C=CC=CC=2)=O)[C:13](=O)[O:14]C2C=CC=CC=2)[CH:7]=1.Cl.Cl.Cl.[CH3:53][N:54]1[CH2:57][CH:56]([N:58]2[CH2:63][CH2:62][NH:61][CH2:60][CH2:59]2)[CH2:55]1.C(N(CC)CC)C.O. The catalyst is CN(C)C=O. The product is [F:1][C:2]1[CH:3]=[C:4]([O:5][C:6]2[CH:11]=[CH:10][N:9]=[C:8]([NH:12][C:13]([N:61]3[CH2:62][CH2:63][N:58]([CH:56]4[CH2:55][N:54]([CH3:53])[CH2:57]4)[CH2:59][CH2:60]3)=[O:14])[CH:7]=2)[CH:31]=[CH:32][C:33]=1[NH:34][C:35]([C:37]1([C:40]([NH:41][C:42]2[CH:47]=[CH:46][C:45]([F:48])=[CH:44][CH:43]=2)=[O:49])[CH2:39][CH2:38]1)=[O:36]. The yield is 0.434.